Dataset: Experimentally validated miRNA-target interactions with 360,000+ pairs, plus equal number of negative samples. Task: Binary Classification. Given a miRNA mature sequence and a target amino acid sequence, predict their likelihood of interaction. The miRNA is hsa-miR-6840-3p with sequence GCCCAGGACUUUGUGCGGGGUG. The protein sequence of the target gene is MAKSLRSKWKRKMRAEKRKKNAPKEASRLKSILKLDGDVLMKDVQEIATVVVPKPKHCQEKMQCEVKDEKDDMKMETDIKRNKKTLLDQHGQYPIWMNQRQRKRLKAKREKRKGKSKAKAVKVAKGLAW. Result: 1 (interaction).